From a dataset of Full USPTO retrosynthesis dataset with 1.9M reactions from patents (1976-2016). Predict the reactants needed to synthesize the given product. (1) The reactants are: [CH:1]1([CH2:4][O:5][C:6]2[CH:11]=[CH:10][C:9]([C:12]3[O:13][C:14]4[CH2:20][CH2:19][CH:18]([OH:21])[CH2:17][C:15]=4[N:16]=3)=[CH:8][C:7]=2[F:22])[CH2:3][CH2:2]1.Cl[CH2:24][C:25]([N:27]1[CH2:32][CH2:31][O:30][CH2:29][CH2:28]1)=[O:26].CC(C)([O-])C.[K+].[Cl-].[NH4+]. Given the product [CH:1]1([CH2:4][O:5][C:6]2[CH:11]=[CH:10][C:9]([C:12]3[O:13][C:14]4[CH2:20][CH2:19][CH:18]([O:21][CH2:24][C:25]([N:27]5[CH2:32][CH2:31][O:30][CH2:29][CH2:28]5)=[O:26])[CH2:17][C:15]=4[N:16]=3)=[CH:8][C:7]=2[F:22])[CH2:2][CH2:3]1, predict the reactants needed to synthesize it. (2) Given the product [Cl:1][C:2]1[C:3]2[C:10]([C:11]([C:13]3[CH:14]=[N:15][CH:16]=[C:17]([N:19]=[C:20]([C:21]4[CH:26]=[CH:25][CH:24]=[CH:23][CH:22]=4)[C:27]4[CH:32]=[CH:31][CH:30]=[CH:29][CH:28]=4)[CH:18]=3)=[O:12])=[CH:9][N:8]([CH3:33])[C:4]=2[N:5]=[CH:6][N:7]=1, predict the reactants needed to synthesize it. The reactants are: [Cl:1][C:2]1[C:3]2[C:10]([CH:11]([C:13]3[CH:14]=[N:15][CH:16]=[C:17]([N:19]=[C:20]([C:27]4[CH:32]=[CH:31][CH:30]=[CH:29][CH:28]=4)[C:21]4[CH:26]=[CH:25][CH:24]=[CH:23][CH:22]=4)[CH:18]=3)[OH:12])=[CH:9][N:8]([CH3:33])[C:4]=2[N:5]=[CH:6][N:7]=1.CC(OI1(OC(C)=O)(OC(C)=O)OC(=O)C2C=CC=CC1=2)=O.[OH-].[Na+]. (3) Given the product [F:9][CH:10]([F:19])[C:11]1[N:8]=[CH:6][NH:7][C:13](=[O:14])[CH:12]=1, predict the reactants needed to synthesize it. The reactants are: [Na].C(O)(=O)C.[CH:6]([NH2:8])=[NH:7].[F:9][CH:10]([F:19])[C:11](=O)[CH2:12][C:13](OCC)=[O:14].Cl. (4) Given the product [Br:16][C:17]1[CH:23]=[C:22]([CH3:24])[C:20]([NH:21][C:4](=[O:5])[CH2:3][C:2]([CH3:8])([CH3:7])[CH3:1])=[C:19]([CH3:9])[CH:18]=1, predict the reactants needed to synthesize it. The reactants are: [CH3:1][C:2]([CH3:8])([CH3:7])[CH2:3][C:4](Cl)=[O:5].[CH2:9](N(CC)CC)C.[Br:16][C:17]1[CH:23]=[C:22]([C:24](F)(F)F)[C:20]([NH2:21])=[C:19](Cl)[CH:18]=1.O.